Dataset: Reaction yield outcomes from USPTO patents with 853,638 reactions. Task: Predict the reaction yield, written as a fraction of the theoretical maximum amount of product (1.0 means a 100% yield; for example, 0.34 means a 34% yield). (1) The product is [Br:1][C:2]1[CH:7]=[CH:6][C:5]([NH:19][CH3:18])=[C:4]([N+:9]([O-:11])=[O:10])[CH:3]=1. The yield is 0.930. The reactants are [Br:1][C:2]1[CH:7]=[CH:6][C:5](F)=[C:4]([N+:9]([O-:11])=[O:10])[CH:3]=1.C([O-])([O-])=O.[K+].[K+].[CH3:18][NH2:19]. The catalyst is C(Cl)Cl.O. (2) The reactants are [CH3:1][C:2]1[C:7]([CH3:8])=[CH:6][CH:5]=[CH:4][C:3]=1[CH:9]([C:11]1[N:15]([C:16]([C:29]2[CH:34]=[CH:33][CH:32]=[CH:31][CH:30]=2)([C:23]2[CH:28]=[CH:27][CH:26]=[CH:25][CH:24]=2)[C:17]2[CH:22]=[CH:21][CH:20]=[CH:19][CH:18]=2)[CH:14]=[N:13][CH:12]=1)[OH:10]. The yield is 0.620. The catalyst is C(Cl)Cl.[O-2].[Mn+4].[O-2].O=[Mn]=O. The product is [CH3:1][C:2]1[C:7]([CH3:8])=[CH:6][CH:5]=[CH:4][C:3]=1[C:9]([C:11]1[N:15]([C:16]([C:17]2[CH:22]=[CH:21][CH:20]=[CH:19][CH:18]=2)([C:29]2[CH:30]=[CH:31][CH:32]=[CH:33][CH:34]=2)[C:23]2[CH:28]=[CH:27][CH:26]=[CH:25][CH:24]=2)[CH:14]=[N:13][CH:12]=1)=[O:10]. (3) The reactants are [CH3:1][N:2]([CH2:12][CH2:13][N:14]1[CH2:19][CH2:18][S:17][C:16]2[CH:20]=[C:21]([NH:24][C:25]([C:27]3[S:28][CH:29]=[CH:30][CH:31]=3)=[NH:26])[CH:22]=[CH:23][C:15]1=2)C(=O)OC1C=CC=CC=1. The catalyst is C(O)C.O.[OH-].[Na+]. The product is [CH3:1][NH:2][CH2:12][CH2:13][N:14]1[CH2:19][CH2:18][S:17][C:16]2[CH:20]=[C:21]([NH:24][C:25]([C:27]3[S:28][CH:29]=[CH:30][CH:31]=3)=[NH:26])[CH:22]=[CH:23][C:15]1=2. The yield is 0.460. (4) The reactants are [NH2:1][C:2]1[C:3]([CH3:12])=[C:4]([C:8]([O:10][CH3:11])=[O:9])[CH:5]=[N:6][CH:7]=1.[O:13]1[CH2:18][CH2:17][C:16](=O)[CH2:15][CH2:14]1.FC(F)(F)C(O)=O.C(O[BH-](OC(=O)C)OC(=O)C)(=O)C.[Na+].C([O-])(O)=O.[Na+]. The catalyst is ClCCCl.O. The product is [CH3:12][C:3]1[C:2]([NH:1][CH:16]2[CH2:17][CH2:18][O:13][CH2:14][CH2:15]2)=[CH:7][N:6]=[CH:5][C:4]=1[C:8]([O:10][CH3:11])=[O:9]. The yield is 0.880. (5) The reactants are [CH:1]1([N:6]([CH3:25])[C:7]2[CH:12]=[CH:11][C:10]([C:13]3[CH:18]=[CH:17][CH:16]=[CH:15][C:14]=3[C:19]3[NH:23][N:22]=[N:21][N:20]=3)=[CH:9][C:8]=2[NH2:24])[CH2:5][CH2:4][CH2:3][CH2:2]1.[N:26]([C:29]1[CH:34]=[CH:33][C:32]([CH3:35])=[CH:31][CH:30]=1)=[C:27]=[O:28]. The catalyst is C1COCC1. The yield is 0.306. The product is [CH:1]1([N:6]([CH3:25])[C:7]2[CH:12]=[CH:11][C:10]([C:13]3[CH:18]=[CH:17][CH:16]=[CH:15][C:14]=3[C:19]3[NH:23][N:22]=[N:21][N:20]=3)=[CH:9][C:8]=2[NH:24][C:27]([NH:26][C:29]2[CH:34]=[CH:33][C:32]([CH3:35])=[CH:31][CH:30]=2)=[O:28])[CH2:2][CH2:3][CH2:4][CH2:5]1. (6) The reactants are CO[C:3]([C:5]1[CH:6]=[C:7]2[C:11](=[CH:12][CH:13]=1)[NH:10][N:9]=[CH:8]2)=[O:4].Br[CH2:15][C:16]1[CH:17]=[N:18][CH:19]=[CH:20][CH:21]=1. No catalyst specified. The product is [N:18]1[CH:19]=[CH:20][CH:21]=[C:16]([CH2:15][N:10]2[C:11]3[C:7](=[CH:6][C:5]([CH2:3][OH:4])=[CH:13][CH:12]=3)[CH:8]=[N:9]2)[CH:17]=1. The yield is 0.350.